Predict the product of the given reaction. From a dataset of Forward reaction prediction with 1.9M reactions from USPTO patents (1976-2016). Given the reactants C(O[C:4](=O)[CH2:5][C:6](=O)[CH2:7][CH2:8]C)C.[CH2:12]([C:14](=[CH2:17])[CH:15]=[O:16])[CH3:13], predict the reaction product. The product is: [CH2:12]([C:14]1[C:15](=[O:16])[CH2:4][CH2:5][CH:6]([CH2:7][CH3:8])[CH:17]=1)[CH3:13].